From a dataset of Forward reaction prediction with 1.9M reactions from USPTO patents (1976-2016). Predict the product of the given reaction. (1) Given the reactants [Br:1][C:2]1[N:7]=[C:6](/[CH:8]=[N:9]/[C:10]2[C:15]([CH:16]([CH2:19][CH3:20])[CH2:17][CH3:18])=[CH:14][CH:13]=[CH:12][C:11]=2[CH:21]([CH2:24][CH3:25])[CH2:22][CH3:23])[CH:5]=[CH:4][CH:3]=1.[BH3-]C#N.[Na+].CC(O)=O.CO, predict the reaction product. The product is: [Br:1][C:2]1[N:7]=[C:6]([CH2:8][NH:9][C:10]2[C:15]([CH:16]([CH2:17][CH3:18])[CH2:19][CH3:20])=[CH:14][CH:13]=[CH:12][C:11]=2[CH:21]([CH2:22][CH3:23])[CH2:24][CH3:25])[CH:5]=[CH:4][CH:3]=1. (2) Given the reactants C(OC([N:8]1[CH2:13][CH2:12][N:11]([C:14]2[CH:19]=[CH:18][C:17]([N+:20]([O-:22])=[O:21])=[CH:16][C:15]=2[C:23]#[N:24])[CH2:10][CH2:9]1)=O)(C)(C)C.FC(F)(F)C(O)=O.C(=O)(O)[O-].[Na+], predict the reaction product. The product is: [N+:20]([C:17]1[CH:18]=[CH:19][C:14]([N:11]2[CH2:10][CH2:9][NH:8][CH2:13][CH2:12]2)=[C:15]([CH:16]=1)[C:23]#[N:24])([O-:22])=[O:21]. (3) Given the reactants [CH3:1][O:2][C:3](=[O:34])[CH2:4][N:5]1[C:13]2[C:8](=[CH:9][C:10](Br)=[C:11]([S:14]([N:17]3[CH2:22][CH2:21][N:20]([C:23]4[CH:28]=[CH:27][C:26]([C:29]([F:32])([F:31])[F:30])=[CH:25][CH:24]=4)[CH2:19][CH2:18]3)(=[O:16])=[O:15])[CH:12]=2)[CH:7]=[CH:6]1.C(N(CC)CC)C, predict the reaction product. The product is: [CH3:1][O:2][C:3](=[O:34])[CH2:4][N:5]1[C:13]2[C:8](=[CH:9][CH:10]=[C:11]([S:14]([N:17]3[CH2:22][CH2:21][N:20]([C:23]4[CH:28]=[CH:27][C:26]([C:29]([F:32])([F:31])[F:30])=[CH:25][CH:24]=4)[CH2:19][CH2:18]3)(=[O:15])=[O:16])[CH:12]=2)[CH:7]=[CH:6]1. (4) Given the reactants [CH3:1][O:2][C:3]1[CH:8]=[CH:7][C:6]([OH:9])=[CH:5][CH:4]=1.O[CH:11]([C:35]1[CH:40]=[CH:39][CH:38]=[CH:37][CH:36]=1)[CH2:12][CH2:13][CH2:14][CH2:15][CH2:16][N:17]1[CH2:22][CH2:21][CH:20]([C:23]2[CH:24]=[C:25]([NH:29][C:30](=[O:34])[CH:31]([CH3:33])[CH3:32])[CH:26]=[CH:27][CH:28]=2)[CH2:19][CH2:18]1, predict the reaction product. The product is: [CH3:1][O:2][C:3]1[CH:8]=[CH:7][C:6]([O:9][CH:11]([C:35]2[CH:36]=[CH:37][CH:38]=[CH:39][CH:40]=2)[CH2:12][CH2:13][CH2:14][CH2:15][CH2:16][N:17]2[CH2:22][CH2:21][CH:20]([C:23]3[CH:24]=[C:25]([NH:29][C:30](=[O:34])[CH:31]([CH3:33])[CH3:32])[CH:26]=[CH:27][CH:28]=3)[CH2:19][CH2:18]2)=[CH:5][CH:4]=1. (5) Given the reactants FC(F)(F)C(O)=O.[Cl:8][C:9]1[C:17]2[C:12](=[CH:13][CH:14]=[C:15]([NH:18][C:19]3[C:20]4[CH:27]=[C:26]([C:28]5[CH2:29][CH2:30][NH:31][CH2:32][CH:33]=5)[NH:25][C:21]=4[N:22]=[CH:23][N:24]=3)[CH:16]=2)[NH:11][N:10]=1.[C:34]([O:38][C:39](O[C:39]([O:38][C:34]([CH3:37])([CH3:36])[CH3:35])=[O:40])=[O:40])([CH3:37])([CH3:36])[CH3:35].CCN(C(C)C)C(C)C.CN(C=O)C, predict the reaction product. The product is: [C:34]([O:38][C:39]([N:31]1[CH2:30][CH:29]=[C:28]([C:26]2[NH:25][C:21]3[N:22]=[CH:23][N:24]=[C:19]([NH:18][C:15]4[CH:16]=[C:17]5[C:12](=[CH:13][CH:14]=4)[NH:11][N:10]=[C:9]5[Cl:8])[C:20]=3[CH:27]=2)[CH2:33][CH2:32]1)=[O:40])([CH3:37])([CH3:36])[CH3:35]. (6) Given the reactants [F:1][C:2]1[CH:10]=[C:9]2[C:5]([C:6]([C:11]([OH:13])=[O:12])=[N:7][NH:8]2)=[CH:4][CH:3]=1.[Br:14]Br, predict the reaction product. The product is: [Br:14][C:3]1[CH:4]=[C:5]2[C:9](=[CH:10][C:2]=1[F:1])[NH:8][N:7]=[C:6]2[C:11]([OH:13])=[O:12].